Dataset: Full USPTO retrosynthesis dataset with 1.9M reactions from patents (1976-2016). Task: Predict the reactants needed to synthesize the given product. (1) Given the product [F:20][C:17]1[CH:18]=[C:19]2[C:14]([CH:13]=[CH:12][C:11](=[O:21])[N:10]2[CH2:9][CH2:8][N:5]2[CH2:6][CH2:7][C@@H:3]([CH2:2][NH:1][CH2:33][C:31]3[CH:30]=[CH:29][C:26]4[O:27][CH2:28][C:23](=[O:22])[NH:24][C:25]=4[N:32]=3)[CH2:4]2)=[CH:15][CH:16]=1, predict the reactants needed to synthesize it. The reactants are: [NH2:1][CH2:2][C@@H:3]1[CH2:7][CH2:6][N:5]([CH2:8][CH2:9][N:10]2[C:19]3[C:14](=[CH:15][CH:16]=[C:17]([F:20])[CH:18]=3)[CH:13]=[CH:12][C:11]2=[O:21])[CH2:4]1.[O:22]=[C:23]1[CH2:28][O:27][C:26]2[CH:29]=[CH:30][C:31]([CH:33]=O)=[N:32][C:25]=2[NH:24]1.[O-]S([O-])(=O)=O.[Na+].[Na+].C(O[BH-](OC(=O)C)OC(=O)C)(=O)C.[Na+]. (2) Given the product [CH3:1][O:2][C:3](=[O:16])[CH2:4][C:5]1[C:6]([CH3:15])=[C:7]([S:27][C:24]2[CH:25]=[CH:26][C:21]([S:18]([CH3:17])(=[O:20])=[O:19])=[CH:22][CH:23]=2)[N:8]2[C:13]=1[CH:12]=[CH:11][C:10]([F:14])=[CH:9]2, predict the reactants needed to synthesize it. The reactants are: [CH3:1][O:2][C:3](=[O:16])[CH2:4][C:5]1[C:6]([CH3:15])=[CH:7][N:8]2[C:13]=1[CH:12]=[CH:11][C:10]([F:14])=[CH:9]2.[CH3:17][S:18]([C:21]1[CH:26]=[CH:25][C:24]([S:27][S:27][C:24]2[CH:25]=[CH:26][C:21]([S:18]([CH3:17])(=[O:20])=[O:19])=[CH:22][CH:23]=2)=[CH:23][CH:22]=1)(=[O:20])=[O:19]. (3) Given the product [CH:1]1([C:7]2([CH3:15])[N:11]([CH3:12])[C:10](=[O:13])[N:9]([CH2:18][C:19](=[O:20])[C:21]3[CH:26]=[CH:25][N:24]=[CH:23][CH:22]=3)[C:8]2=[O:14])[CH2:2][CH2:3][CH2:4][CH2:5][CH2:6]1, predict the reactants needed to synthesize it. The reactants are: [CH:1]1([C:7]2([CH3:15])[N:11]([CH3:12])[C:10](=[O:13])[NH:9][C:8]2=[O:14])[CH2:6][CH2:5][CH2:4][CH2:3][CH2:2]1.Br.Br[CH2:18][C:19]([C:21]1[CH:26]=[CH:25][N:24]=[CH:23][CH:22]=1)=[O:20].